Task: Predict the reactants needed to synthesize the given product.. Dataset: Full USPTO retrosynthesis dataset with 1.9M reactions from patents (1976-2016) Given the product [F:81][C:48]([F:47])([F:80])[C:49]1[CH:50]=[C:51]([C:59]2[N:60]=[C:61]([CH3:79])[C:62]([C:66]([N:100]3[CH2:99][CH2:98][CH:97]([N:82]4[CH2:83][CH2:84][CH:85]([OH:88])[CH2:86][CH2:87]4)[CH2:102][CH2:101]3)=[O:67])=[C:63]([CH3:65])[N:64]=2)[CH:52]=[C:53]([C:55]([F:56])([F:58])[F:57])[CH:54]=1, predict the reactants needed to synthesize it. The reactants are: BrC1C=C(C)C(C(N2CCC(N3CCCC3)CC2)=O)=C(C)C=1.BrC1C=C(C)C(C(N2CCC(N3CCC[C@H]3CO)CC2)=O)=C(C)C=1.[F:47][C:48]([F:81])([F:80])[C:49]1[CH:50]=[C:51]([C:59]2[N:64]=[C:63]([CH3:65])[C:62]([C:66](N3CCC(N4CCCC4)CC3)=[O:67])=[C:61]([CH3:79])[N:60]=2)[CH:52]=[C:53]([C:55]([F:58])([F:57])[F:56])[CH:54]=1.[N:82]1([CH:97]2[CH2:102][CH2:101][NH:100][CH2:99][CH2:98]2)[CH2:87][CH2:86][CH:85]([O:88]C(=O)C2C=CC=CC=2)[CH2:84][CH2:83]1.